From a dataset of Reaction yield outcomes from USPTO patents with 853,638 reactions. Predict the reaction yield, written as a fraction of the theoretical maximum amount of product (1.0 means a 100% yield; for example, 0.34 means a 34% yield). (1) The reactants are [CH3:1][C:2]1[NH:7][C:6](=[O:8])[C:5]([C:9]#[N:10])=[C:4]([C:11]2[CH:16]=[CH:15][N:14]=[CH:13][CH:12]=2)[CH:3]=1.[BH4-].[Na+].II.Cl. The catalyst is C1COCC1. The product is [NH2:10][CH2:9][C:5]1[C:6](=[O:8])[NH:7][C:2]([CH3:1])=[CH:3][C:4]=1[C:11]1[CH:12]=[CH:13][N:14]=[CH:15][CH:16]=1. The yield is 0.310. (2) The reactants are [O:1]=[C:2]1[CH2:6][CH2:5][CH2:4][CH:3]1[C:7]([O:9][CH3:10])=[O:8].[C:11]([O-])([O-])=O.[K+].[K+].CI. The yield is 0.820. The catalyst is CC(C)=O. The product is [CH3:11][C:3]1([C:7]([O:9][CH3:10])=[O:8])[CH2:4][CH2:5][CH2:6][C:2]1=[O:1]. (3) The yield is 0.670. The reactants are C(O)(C(F)(F)F)=O.[NH2:8][CH2:9][C:10]([OH:12])=[O:11].[CH3:13][CH2:14][C:15]1[C:24]2[CH2:25][N:26]3[C:31](=[O:32])[C:30]4[CH2:33][O:34][C:35]([C@:37]([OH:40])([CH2:38][CH3:39])[C:29]=4[CH:28]=[C:27]3[C:23]=2[N:22]=[C:21]2[C:16]=1[CH:17]=[C:18]([OH:41])[CH:19]=[CH:20]2)=[O:36].ON1C(=O)CCC1=O.C(N=C=NCCCN(C)C)C. The catalyst is CN(C)C=O. The product is [NH2:8][CH2:9][C:10]([OH:12])=[O:11].[CH3:13][CH2:14][C:15]1[C:24]2[CH2:25][N:26]3[C:31](=[O:32])[C:30]4[CH2:33][O:34][C:35]([C@:37]([OH:40])([CH2:38][CH3:39])[C:29]=4[CH:28]=[C:27]3[C:23]=2[N:22]=[C:21]2[C:16]=1[CH:17]=[C:18]([OH:41])[CH:19]=[CH:20]2)=[O:36]. (4) The reactants are O[Li].O.C[O:5][C:6](=[O:27])[CH2:7][CH2:8][C:9]1[C:10](=[O:26])[N:11]([CH2:15][C:16]2[CH:21]=[CH:20][C:19]([O:22][CH3:23])=[CH:18][C:17]=2[O:24][CH3:25])[CH2:12][CH2:13][CH:14]=1.Cl. The yield is 0.800. The catalyst is C1COCC1. The product is [CH3:25][O:24][C:17]1[CH:18]=[C:19]([O:22][CH3:23])[CH:20]=[CH:21][C:16]=1[CH2:15][N:11]1[CH2:12][CH2:13][CH:14]=[C:9]([CH2:8][CH2:7][C:6]([OH:27])=[O:5])[C:10]1=[O:26]. (5) The reactants are C(OC([N:8]1[CH2:13][CH2:12][CH:11]([CH2:14][NH:15][C:16]2[N:21]3[N:22]=[CH:23][C:24]([Br:25])=[C:20]3[N:19]=[C:18]([C:26]3[CH:31]=[CH:30][CH:29]=[CH:28][C:27]=3[Cl:32])[CH:17]=2)[CH2:10][CH2:9]1)=O)(C)(C)C.S(=O)(=O)(O)O. The catalyst is CO.O1CCOCC1. The product is [Br:25][C:24]1[CH:23]=[N:22][N:21]2[C:16]([NH:15][CH2:14][CH:11]3[CH2:10][CH2:9][NH:8][CH2:13][CH2:12]3)=[CH:17][C:18]([C:26]3[CH:31]=[CH:30][CH:29]=[CH:28][C:27]=3[Cl:32])=[N:19][C:20]=12. The yield is 0.880. (6) The reactants are [NH:1]1[CH:5]=[CH:4][N:3]=[C:2]1[C:6]([OH:8])=O.Cl.[C:10]([O:14][C:15](=[O:19])[C@H:16]([CH3:18])[NH2:17])([CH3:13])([CH3:12])[CH3:11].C(N(C(C)C)CC)(C)C.C1C=CC2N(O)N=NC=2C=1.CCN=C=NCCCN(C)C.Cl. The catalyst is CN(C)C=O. The product is [C:10]([O:14][C:15](=[O:19])[C@@H:16]([NH:17][C:6]([C:2]1[NH:1][CH:5]=[CH:4][N:3]=1)=[O:8])[CH3:18])([CH3:13])([CH3:12])[CH3:11]. The yield is 0.730. (7) The product is [Cl:8][C:6]1[CH:5]=[CH:4][C:3]([S:9][CH2:11][C:12]2[CH:16]=[C:15]([N+:17]([O-:19])=[O:18])[NH:14][N:13]=2)=[C:2]([CH:7]=1)[NH2:1]. The catalyst is CN(C=O)C. The yield is 0.490. The reactants are [NH2:1][C:2]1[CH:7]=[C:6]([Cl:8])[CH:5]=[CH:4][C:3]=1[SH:9].Cl[CH2:11][C:12]1[CH:16]=[C:15]([N+:17]([O-:19])=[O:18])[NH:14][N:13]=1.C([O-])([O-])=O.[K+].[K+].